Dataset: Catalyst prediction with 721,799 reactions and 888 catalyst types from USPTO. Task: Predict which catalyst facilitates the given reaction. (1) Reactant: [CH3:1][C:2]1[CH:7]=[CH:6][C:5](I)=[CH:4][C:3]=1[CH2:9][NH:10][C:11](=[O:14])[O:12][CH3:13].[Cu][C:16]#[N:17]. Product: [C:16]([C:5]1[CH:6]=[CH:7][C:2]([CH3:1])=[C:3]([CH2:9][NH:10][C:11](=[O:14])[O:12][CH3:13])[CH:4]=1)#[N:17]. The catalyst class is: 3. (2) Reactant: O[C@@]([C@H]1OCCN(C2C=CC=C(C(F)(F)F)N=2)C1=O)(C)C([O:5][C:6](=O)[C@@:7]([C@H:10]1[O:15][CH2:14][CH2:13][N:12]([C:16]2[CH:21]=[CH:20][CH:19]=[C:18]([C:22]([F:25])([F:24])[F:23])[N:17]=2)[C:11]1=[O:26])([OH:9])[CH3:8])=O.[BH4-].[Na+]. Product: [OH:5][CH2:6][C@@:7]([C@H:10]1[O:15][CH2:14][CH2:13][N:12]([C:16]2[CH:21]=[CH:20][CH:19]=[C:18]([C:22]([F:25])([F:24])[F:23])[N:17]=2)[C:11]1=[O:26])([OH:9])[CH3:8]. The catalyst class is: 5. (3) Reactant: [CH2:1]([O:3][C:4]([CH:6]1[CH2:10][CH2:9][CH2:8][N:7]1[C:11]([S:13][C:14]1[CH:19]=[CH:18][CH:17]=[C:16]([OH:20])[CH:15]=1)=[O:12])=[O:5])[CH3:2].C(=O)([O-])[O-].[K+].[K+].Cl[CH2:28][C:29]1[N:30]=[C:31]([C:35]2[CH:40]=[CH:39][CH:38]=[CH:37][CH:36]=2)[O:32][C:33]=1[CH3:34]. Product: [CH2:1]([O:3][C:4]([C@H:6]1[CH2:10][CH2:9][CH2:8][N:7]1[C:11]([S:13][C:14]1[CH:19]=[CH:18][CH:17]=[C:16]([O:20][CH2:28][C:29]2[N:30]=[C:31]([C:35]3[CH:40]=[CH:39][CH:38]=[CH:37][CH:36]=3)[O:32][C:33]=2[CH3:34])[CH:15]=1)=[O:12])=[O:5])[CH3:2]. The catalyst class is: 39. (4) Product: [CH3:17][N:16]1[C:12]2[C:3]3[CH:4]=[C:5]4[CH:6]=[CH:7][CH:8]=[CH:9][C:10]4=[CH:11][C:2]=3[NH:1][C:18](=[O:19])[C:13]=2[N:14]=[CH:15]1. The catalyst class is: 262. Reactant: [NH2:1][C:2]1[C:3]([C:12]2[N:16]([CH3:17])[CH:15]=[N:14][CH:13]=2)=[CH:4][C:5]2[C:10]([CH:11]=1)=[CH:9][CH:8]=[CH:7][CH:6]=2.[C:18](N1C=CN=C1)(N1C=CN=C1)=[O:19]. (5) Reactant: [CH2:1]([Li])[CH2:2]CC.C(NC(C)C)(C)C.[Br:13][C:14]1[CH:15]=[N:16][CH:17]=[C:18]([F:20])[CH:19]=1.C(I)C. Product: [Br:13][C:14]1[CH:15]=[N:16][CH:17]=[C:18]([F:20])[C:19]=1[CH2:1][CH3:2]. The catalyst class is: 7.